This data is from Reaction yield outcomes from USPTO patents with 853,638 reactions. The task is: Predict the reaction yield, written as a fraction of the theoretical maximum amount of product (1.0 means a 100% yield; for example, 0.34 means a 34% yield). (1) The reactants are [CH:1](OCC)(OCC)OCC.[CH3:11][NH:12][C:13]([C:15]1[C:20]([NH2:21])=[N:19][CH:18]=[C:17]([Br:22])[N:16]=1)=[O:14]. The catalyst is C(OC(=O)C)(=O)C. The product is [Br:22][C:17]1[N:16]=[C:15]2[C:20](=[N:19][CH:18]=1)[N:21]=[CH:11][N:12]([CH3:1])[C:13]2=[O:14]. The yield is 0.890. (2) The yield is 0.930. The reactants are [C:1]([OH:6])(=[O:5])[CH2:2][CH2:3][CH3:4].[CH2:7](O)[CH2:8][CH2:9][CH3:10].C1(C)C=CC=CC=1. The product is [C:1]([O:6][CH2:7][CH2:8][CH2:9][CH3:10])(=[O:5])[CH2:2][CH2:3][CH3:4]. The catalyst is CCOCC.C1(C)C=CC(S(O)(=O)=O)=CC=1. (3) The reactants are Cl[C:2]1[N:7]=[CH:6][C:5]([C:8](=[O:10])[CH3:9])=[CH:4][CH:3]=1.[CH3:11][C:12]1[N:13]=[CH:14][NH:15][CH:16]=1.C([O-])([O-])=O.[K+].[K+]. The catalyst is CS(C)=O. The product is [CH3:11][C:12]1[N:13]=[CH:14][N:15]([C:2]2[N:7]=[CH:6][C:5]([C:8](=[O:10])[CH3:9])=[CH:4][CH:3]=2)[CH:16]=1. The yield is 0.670. (4) The reactants are [CH3:1][N:2]1[C:7]([S:8][CH3:9])=[CH:6][CH:5]=[C:4]([C:10]([C:12]2[C:13](=[O:19])[CH2:14][CH2:15][CH2:16][C:17]=2[OH:18])=[O:11])[C:3]1=[O:20].OO.[S:23]([O-:26])(O)=[O:24].[Na+].[CH3:28]O. The catalyst is [O-][W]([O-])(=O)=O.[Na+].[Na+]. The product is [CH3:1][N:2]1[C:7]([S:8]([CH3:9])=[O:24])=[CH:6][CH:5]=[C:4]([C:10]([C:12]2[C:17](=[O:18])[CH2:16][CH2:15][CH2:14][C:13]=2[OH:19])=[O:11])[C:3]1=[O:20].[CH3:1][N:2]1[C:7]([S:23]([CH3:28])(=[O:26])=[O:24])=[CH:6][CH:5]=[C:4]([C:10]([C:12]2[C:17](=[O:18])[CH2:16][CH2:15][CH2:14][C:13]=2[OH:19])=[O:11])[C:3]1=[O:20]. The yield is 0.290. (5) The reactants are [CH3:1][S:2](Cl)(=[O:4])=[O:3].Cl.Cl.[Cl:8][C:9]1[C:10]([F:35])=[C:11]([NH:15][C:16]2[C:25]3[C:20](=[CH:21][C:22]([O:28][CH:29]4[CH2:34][CH2:33][NH:32][CH2:31][CH2:30]4)=[C:23]([O:26][CH3:27])[CH:24]=3)[N:19]=[CH:18][N:17]=2)[CH:12]=[CH:13][CH:14]=1. No catalyst specified. The product is [Cl:8][C:9]1[C:10]([F:35])=[C:11]([NH:15][C:16]2[C:25]3[C:20](=[CH:21][C:22]([O:28][CH:29]4[CH2:34][CH2:33][N:32]([S:2]([CH3:1])(=[O:4])=[O:3])[CH2:31][CH2:30]4)=[C:23]([O:26][CH3:27])[CH:24]=3)[N:19]=[CH:18][N:17]=2)[CH:12]=[CH:13][CH:14]=1. The yield is 0.605. (6) The reactants are [C:1]1([C:7]2[CH:8]=[C:9]([CH2:12][C:13](=S)[C:14]([OH:16])=[O:15])[S:10][CH:11]=2)[CH:6]=[CH:5][CH:4]=[CH:3][CH:2]=1.Cl.[NH2:19][OH:20]. The catalyst is [O-]CC.[Na+]. The product is [OH:20][N:19]=[C:13]([CH2:12][C:9]1[S:10][CH:11]=[C:7]([C:1]2[CH:6]=[CH:5][CH:4]=[CH:3][CH:2]=2)[CH:8]=1)[C:14]([OH:16])=[O:15]. The yield is 0.890. (7) The reactants are [F:1][C:2]1[CH:3]=[C:4]([C@H:8]([N:13]2[C:21]3[C:16](=[CH:17][CH:18]=[CH:19][CH:20]=3)[CH:15]=[CH:14]2)[C@H:9]([OH:12])[CH2:10][OH:11])[CH:5]=[CH:6][CH:7]=1.[OH-].[K+].[I:24]I.S([O-])([O-])(=O)=S.[Na+].[Na+]. The catalyst is CN(C)C=O. The product is [F:1][C:2]1[CH:3]=[C:4]([C@H:8]([N:13]2[C:21]3[C:16](=[CH:17][CH:18]=[CH:19][CH:20]=3)[C:15]([I:24])=[CH:14]2)[C@H:9]([OH:12])[CH2:10][OH:11])[CH:5]=[CH:6][CH:7]=1. The yield is 0.480.